Dataset: CYP2C19 inhibition data for predicting drug metabolism from PubChem BioAssay. Task: Regression/Classification. Given a drug SMILES string, predict its absorption, distribution, metabolism, or excretion properties. Task type varies by dataset: regression for continuous measurements (e.g., permeability, clearance, half-life) or binary classification for categorical outcomes (e.g., BBB penetration, CYP inhibition). Dataset: cyp2c19_veith. (1) The compound is COc1ccc(-c2cc(=O)c3c(O)cc(O)cc3o2)cc1. The result is 1 (inhibitor). (2) The drug is CCc1ccccc1OC[C@H](O)CN[C@@H]1CCc2ccccc2C1. The result is 1 (inhibitor). (3) The compound is Cc1cccc(NC(=S)NNC(=O)c2csc3c2CCCC3)c1. The result is 1 (inhibitor). (4) The drug is Nc1ncnc2c1ncn2[C@@H]1O[C@@H](COP(=O)(O)CP(=O)(O)OP(=O)([O-])[O-])[C@H](O)[C@@H]1O.[Li+].[Li+]. The result is 0 (non-inhibitor). (5) The molecule is CC(C)NCC[C@@H](O)c1cc2ccccc2o1. The result is 0 (non-inhibitor). (6) The drug is CCC1(C)CC(CCNS(=O)(=O)c2ccc(C)cc2)(c2ccc(C)cc2)CCO1. The result is 1 (inhibitor). (7) The drug is CC(=O)Nc1ccc(S(=O)(=O)NC(CC(=O)NCCCN2CCOCC2)C(C)C)cc1. The result is 0 (non-inhibitor).